Task: Regression. Given two drug SMILES strings and cell line genomic features, predict the synergy score measuring deviation from expected non-interaction effect.. Dataset: NCI-60 drug combinations with 297,098 pairs across 59 cell lines (1) Drug 1: CC1=C2C(C(=O)C3(C(CC4C(C3C(C(C2(C)C)(CC1OC(=O)C(C(C5=CC=CC=C5)NC(=O)OC(C)(C)C)O)O)OC(=O)C6=CC=CC=C6)(CO4)OC(=O)C)O)C)O. Drug 2: C(=O)(N)NO. Cell line: CAKI-1. Synergy scores: CSS=35.8, Synergy_ZIP=2.29, Synergy_Bliss=2.97, Synergy_Loewe=-28.3, Synergy_HSA=2.27. (2) Drug 1: CC(C)NC(=O)C1=CC=C(C=C1)CNNC.Cl. Drug 2: CC1C(C(CC(O1)OC2CC(CC3=C2C(=C4C(=C3O)C(=O)C5=C(C4=O)C(=CC=C5)OC)O)(C(=O)CO)O)N)O.Cl. Cell line: MCF7. Synergy scores: CSS=39.1, Synergy_ZIP=0.439, Synergy_Bliss=-0.172, Synergy_Loewe=-18.6, Synergy_HSA=0.549. (3) Drug 1: CC1CCC2CC(C(=CC=CC=CC(CC(C(=O)C(C(C(=CC(C(=O)CC(OC(=O)C3CCCCN3C(=O)C(=O)C1(O2)O)C(C)CC4CCC(C(C4)OC)O)C)C)O)OC)C)C)C)OC. Drug 2: C1C(C(OC1N2C=NC(=NC2=O)N)CO)O. Cell line: HOP-62. Synergy scores: CSS=19.4, Synergy_ZIP=-6.64, Synergy_Bliss=-1.51, Synergy_Loewe=-18.5, Synergy_HSA=-0.619. (4) Drug 2: C(CC(=O)O)C(=O)CN.Cl. Drug 1: CC12CCC3C(C1CCC2=O)CC(=C)C4=CC(=O)C=CC34C. Synergy scores: CSS=46.4, Synergy_ZIP=-1.25, Synergy_Bliss=2.70, Synergy_Loewe=-2.93, Synergy_HSA=3.17. Cell line: SNB-19. (5) Drug 1: C1CN(CCN1C(=O)CCBr)C(=O)CCBr. Drug 2: C1CC(=O)NC(=O)C1N2C(=O)C3=CC=CC=C3C2=O. Cell line: MOLT-4. Synergy scores: CSS=71.0, Synergy_ZIP=4.79, Synergy_Bliss=2.91, Synergy_Loewe=-5.10, Synergy_HSA=4.79. (6) Drug 1: CC1=C2C(C(=O)C3(C(CC4C(C3C(C(C2(C)C)(CC1OC(=O)C(C(C5=CC=CC=C5)NC(=O)OC(C)(C)C)O)O)OC(=O)C6=CC=CC=C6)(CO4)OC(=O)C)OC)C)OC. Drug 2: C1=NC2=C(N1)C(=S)N=CN2. Cell line: A498. Synergy scores: CSS=21.2, Synergy_ZIP=-3.41, Synergy_Bliss=-5.51, Synergy_Loewe=-10.6, Synergy_HSA=-4.14. (7) Synergy scores: CSS=18.4, Synergy_ZIP=-7.82, Synergy_Bliss=-4.96, Synergy_Loewe=-0.990, Synergy_HSA=-0.567. Drug 2: CC(CN1CC(=O)NC(=O)C1)N2CC(=O)NC(=O)C2. Drug 1: C1=CC(=CC=C1CCC2=CNC3=C2C(=O)NC(=N3)N)C(=O)NC(CCC(=O)O)C(=O)O. Cell line: UACC62. (8) Drug 1: COC1=CC(=CC(=C1O)OC)C2C3C(COC3=O)C(C4=CC5=C(C=C24)OCO5)OC6C(C(C7C(O6)COC(O7)C8=CC=CS8)O)O. Drug 2: CN(C)N=NC1=C(NC=N1)C(=O)N. Cell line: OVCAR3. Synergy scores: CSS=25.6, Synergy_ZIP=-9.40, Synergy_Bliss=-3.65, Synergy_Loewe=-17.1, Synergy_HSA=-2.99.